This data is from Full USPTO retrosynthesis dataset with 1.9M reactions from patents (1976-2016). The task is: Predict the reactants needed to synthesize the given product. (1) Given the product [CH3:8][OH:7].[B:6]([O:11][CH3:12])([O:9][CH3:10])[O:7][CH3:8], predict the reactants needed to synthesize it. The reactants are: [B].B(O)(O)O.[B:6]([O:11][CH3:12])([O:9][CH3:10])[O:7][CH3:8]. (2) Given the product [CH3:24][C:22](=[CH2:23])[C:21]([O:1][CH2:2][CH2:3][CH2:4][CH2:5][CH2:6][CH2:7][CH2:8][CH2:9][CH2:10][O:11][C:12]1[CH:20]=[CH:19][C:15]([C:16]([OH:18])=[O:17])=[CH:14][CH:13]=1)=[O:25], predict the reactants needed to synthesize it. The reactants are: [OH:1][CH2:2][CH2:3][CH2:4][CH2:5][CH2:6][CH2:7][CH2:8][CH2:9][CH2:10][O:11][C:12]1[CH:20]=[CH:19][C:15]([C:16]([OH:18])=[O:17])=[CH:14][CH:13]=1.[C:21](O)(=[O:25])[C:22]([CH3:24])=[CH2:23].C1(C=CC(O)=CC=1)O.C1(C)C=CC(S(O)(=O)=O)=CC=1.